Task: Predict which catalyst facilitates the given reaction.. Dataset: Catalyst prediction with 721,799 reactions and 888 catalyst types from USPTO (1) Reactant: [CH:1]1([C:4]2[NH:8][N:7]=[C:6]([NH:9][C:10]3[CH:15]=[CH:14][N:13]=[C:12]([NH:16]CC4C5C=NN(S(C6C=CC(C)=CC=6)(=O)=O)C=5C=CN=4)[N:11]=3)[CH:5]=2)[CH2:3][CH2:2]1.[OH-].[Na+]. Product: [CH:1]1([C:4]2[NH:8][N:7]=[C:6]([NH:9][C:10]3[CH:15]=[CH:14][N:13]=[C:12]([NH2:16])[N:11]=3)[CH:5]=2)[CH2:3][CH2:2]1. The catalyst class is: 5. (2) Reactant: [Br:1][C:2]1[C:11]2[C:10](=O)[CH2:9][CH2:8][CH2:7][C:6]=2[CH:5]=[CH:4][C:3]=1[NH:13][S:14]([C:17]1[CH:22]=[CH:21][C:20]([F:23])=[CH:19][CH:18]=1)(=[O:16])=[O:15].[BH4-].[Na+]. Product: [Br:1][C:2]1[C:11]2[CH:10]=[CH:9][CH2:8][CH2:7][C:6]=2[CH:5]=[CH:4][C:3]=1[NH:13][S:14]([C:17]1[CH:18]=[CH:19][C:20]([F:23])=[CH:21][CH:22]=1)(=[O:16])=[O:15]. The catalyst class is: 32. (3) Reactant: [C:1]([O:5][C:6]([N:8]1[CH2:12][C:11](=[CH2:13])[CH2:10][C@H:9]1[C:14]([OH:16])=O)=[O:7])([CH3:4])([CH3:3])[CH3:2].CCN(C(C)C)C(C)C.CN(C(ON1N=NC2C=CC=NC1=2)=[N+](C)C)C.F[P-](F)(F)(F)(F)F.[NH2:50][C:51]1[S:52][CH:53]=[C:54]([C:56]2[CH:67]=[CH:66][C:59]([C:60]([NH:62][CH:63]3[CH2:65][CH2:64]3)=[O:61])=[CH:58][CH:57]=2)[N:55]=1. Product: [C:1]([O:5][C:6]([N:8]1[CH2:12][C:11](=[CH2:13])[CH2:10][C@H:9]1[C:14](=[O:16])[NH:50][C:51]1[S:52][CH:53]=[C:54]([C:56]2[CH:57]=[CH:58][C:59]([C:60](=[O:61])[NH:62][CH:63]3[CH2:65][CH2:64]3)=[CH:66][CH:67]=2)[N:55]=1)=[O:7])([CH3:2])([CH3:3])[CH3:4]. The catalyst class is: 3. (4) Reactant: [CH2:1]([O:8][C:9]1[CH:18]=[C:17]2[C:12]([C:13]([O:19][C:20]3[CH:26]=[CH:25][C:23]([NH2:24])=[C:22]([CH3:27])[C:21]=3[CH3:28])=[CH:14][CH:15]=[N:16]2)=[CH:11][C:10]=1[O:29][CH3:30])[C:2]1[CH:7]=[CH:6][CH:5]=[CH:4][CH:3]=1.[CH3:31][O:32][C:33]1[CH:38]=[CH:37][CH:36]=[CH:35][C:34]=1[N:39]=[C:40]=[O:41].C(=O)([O-])O.[Na+]. Product: [CH2:1]([O:8][C:9]1[CH:18]=[C:17]2[C:12]([C:13]([O:19][C:20]3[CH:26]=[CH:25][C:23]([NH:24][C:40]([NH:39][C:34]4[CH:35]=[CH:36][CH:37]=[CH:38][C:33]=4[O:32][CH3:31])=[O:41])=[C:22]([CH3:27])[C:21]=3[CH3:28])=[CH:14][CH:15]=[N:16]2)=[CH:11][C:10]=1[O:29][CH3:30])[C:2]1[CH:7]=[CH:6][CH:5]=[CH:4][CH:3]=1. The catalyst class is: 9. (5) Reactant: [C:1]1([OH:7])[CH:6]=[CH:5][CH:4]=[CH:3][CH:2]=1.[H-].[Na+].Cl.Cl[CH2:12][C:13]1[N:17]2[CH:18]=[CH:19][CH:20]=[CH:21][C:16]2=[N:15][C:14]=1[C:22]([O:24][CH2:25][CH3:26])=[O:23].C(N(CC)CC)C. Product: [O:7]([CH2:12][C:13]1[N:17]2[CH:18]=[CH:19][CH:20]=[CH:21][C:16]2=[N:15][C:14]=1[C:22]([O:24][CH2:25][CH3:26])=[O:23])[C:1]1[CH:6]=[CH:5][CH:4]=[CH:3][CH:2]=1. The catalyst class is: 18. (6) Reactant: Cl[C:2]1[N:7]=[C:6]([O:8][C:9]2[C:18]3[C:13](=[CH:14][CH:15]=[CH:16][CH:17]=3)[C:12]([NH:19][C:20]([NH:22][C:23]3[N:27]([C:28]4[CH:33]=[CH:32][C:31]([CH3:34])=[CH:30][CH:29]=4)[N:26]=[C:25]([Si:35]([CH3:38])([CH3:37])[CH3:36])[CH:24]=3)=[O:21])=[CH:11][CH:10]=2)[CH:5]=[CH:4][N:3]=1.[CH3:39][N:40]([CH3:51])[CH2:41][CH2:42][O:43][C:44]1[CH:45]=[C:46]([CH:48]=[CH:49][CH:50]=1)[NH2:47]. Product: [CH3:39][N:40]([CH3:51])[CH2:41][CH2:42][O:43][C:44]1[CH:45]=[C:46]([NH:47][C:2]2[N:7]=[C:6]([O:8][C:9]3[C:18]4[C:13](=[CH:14][CH:15]=[CH:16][CH:17]=4)[C:12]([NH:19][C:20]([NH:22][C:23]4[N:27]([C:28]5[CH:33]=[CH:32][C:31]([CH3:34])=[CH:30][CH:29]=5)[N:26]=[C:25]([Si:35]([CH3:38])([CH3:36])[CH3:37])[CH:24]=4)=[O:21])=[CH:11][CH:10]=3)[CH:5]=[CH:4][N:3]=2)[CH:48]=[CH:49][CH:50]=1. The catalyst class is: 118.